Predict which catalyst facilitates the given reaction. From a dataset of Catalyst prediction with 721,799 reactions and 888 catalyst types from USPTO. (1) Reactant: FC(F)(F)C(O)=O.[NH2:8][CH2:9][C:10]([C:12]1[CH:13]=[N:14][CH:15]=[CH:16][CH:17]=1)=[O:11].[CH3:18][C:19]1[NH:20][C:21]2[CH:27]=[C:26]([C:28](O)=O)[CH:25]=[CH:24][C:22]=2[N:23]=1.F[P-](F)(F)(F)(F)F.CN([P+](N(C)C)(N(C)C)Cl)C.C(N(CC)C(C)C)(C)C. Product: [CH3:18][C:19]1[NH:20][C:21]2[CH:27]=[C:26]([C:28]3[O:11][C:10]([C:12]4[CH:13]=[N:14][CH:15]=[CH:16][CH:17]=4)=[CH:9][N:8]=3)[CH:25]=[CH:24][C:22]=2[N:23]=1. The catalyst class is: 22. (2) Reactant: [F:1][C:2]([F:12])([F:11])[C:3]1([CH2:9][OH:10])[CH2:8][CH2:7][CH2:6][CH2:5][CH2:4]1.CC(C)([O-])C.[K+].[Cl:19][C:20]1[C:21](F)=[CH:22][C:23]([F:29])=[C:24]([CH:28]=1)[C:25]([OH:27])=[O:26].Cl. Product: [Cl:19][C:20]1[C:21]([O:10][CH2:9][C:3]2([C:2]([F:11])([F:12])[F:1])[CH2:8][CH2:7][CH2:6][CH2:5][CH2:4]2)=[CH:22][C:23]([F:29])=[C:24]([CH:28]=1)[C:25]([OH:27])=[O:26]. The catalyst class is: 16.